From a dataset of Full USPTO retrosynthesis dataset with 1.9M reactions from patents (1976-2016). Predict the reactants needed to synthesize the given product. (1) Given the product [CH3:13][N:10]1[CH:11]=[CH:12][C:8]([C:5]2[CH:6]=[CH:7][C:2]([B:14]3[O:18][C:17]([CH3:20])([CH3:19])[C:16]([CH3:22])([CH3:21])[O:15]3)=[CH:3][CH:4]=2)=[N:9]1, predict the reactants needed to synthesize it. The reactants are: Br[C:2]1[CH:7]=[CH:6][C:5]([C:8]2[CH:12]=[CH:11][N:10]([CH3:13])[N:9]=2)=[CH:4][CH:3]=1.[B:14]1([B:14]2[O:18][C:17]([CH3:20])([CH3:19])[C:16]([CH3:22])([CH3:21])[O:15]2)[O:18][C:17]([CH3:20])([CH3:19])[C:16]([CH3:22])([CH3:21])[O:15]1.C([O-])(=O)C.[K+].C(Cl)Cl. (2) Given the product [F:27][C:24]1[CH:25]=[CH:26][C:21]([C:13]2[C:12]([CH2:11][O:10][C:7]3[CH:8]=[CH:9][C:4]([C:3]([NH:29][CH:30]4[CH2:35][CH2:34][O:33][CH2:32][CH2:31]4)=[O:28])=[CH:5][N:6]=3)=[C:16]([C:17]([F:19])([F:20])[F:18])[O:15][N:14]=2)=[CH:22][CH:23]=1, predict the reactants needed to synthesize it. The reactants are: CO[C:3](=[O:28])[C:4]1[CH:9]=[CH:8][C:7]([O:10][CH2:11][C:12]2[C:13]([C:21]3[CH:26]=[CH:25][C:24]([F:27])=[CH:23][CH:22]=3)=[N:14][O:15][C:16]=2[C:17]([F:20])([F:19])[F:18])=[N:6][CH:5]=1.[NH2:29][CH:30]1[CH2:35][CH2:34][O:33][CH2:32][CH2:31]1.